From a dataset of Full USPTO retrosynthesis dataset with 1.9M reactions from patents (1976-2016). Predict the reactants needed to synthesize the given product. Given the product [F:40][C:2]([F:1])([F:39])[C:3]1[CH:4]=[C:5]([C@H:13]([O:15][C@H:16]2[CH2:24][CH2:23][C@H:22]3[C@@H:18]([CH2:19][N:20]([C:25]4[CH:26]([OH:31])[CH2:27][C:28](=[O:30])[CH:29]=4)[CH2:21]3)[C@@H:17]2[C:32]2[CH:37]=[CH:36][C:35]([F:38])=[CH:34][CH:33]=2)[CH3:14])[CH:6]=[C:7]([C:9]([F:12])([F:10])[F:11])[CH:8]=1, predict the reactants needed to synthesize it. The reactants are: [F:1][C:2]([F:40])([F:39])[C:3]1[CH:4]=[C:5]([C@H:13]([O:15][C@H:16]2[CH2:24][CH2:23][C@H:22]3[C@@H:18]([CH2:19][N:20]([C:25]4[C:26](=[O:31])[CH2:27][C:28](=[O:30])[CH:29]=4)[CH2:21]3)[C@@H:17]2[C:32]2[CH:37]=[CH:36][C:35]([F:38])=[CH:34][CH:33]=2)[CH3:14])[CH:6]=[C:7]([C:9]([F:12])([F:11])[F:10])[CH:8]=1.[BH4-].[Na+].